From a dataset of NCI-60 drug combinations with 297,098 pairs across 59 cell lines. Regression. Given two drug SMILES strings and cell line genomic features, predict the synergy score measuring deviation from expected non-interaction effect. Synergy scores: CSS=11.5, Synergy_ZIP=-5.58, Synergy_Bliss=-10.4, Synergy_Loewe=-23.1, Synergy_HSA=-8.08. Drug 1: CN(C)N=NC1=C(NC=N1)C(=O)N. Drug 2: CC1CCC2CC(C(=CC=CC=CC(CC(C(=O)C(C(C(=CC(C(=O)CC(OC(=O)C3CCCCN3C(=O)C(=O)C1(O2)O)C(C)CC4CCC(C(C4)OC)O)C)C)O)OC)C)C)C)OC. Cell line: SK-OV-3.